From a dataset of Forward reaction prediction with 1.9M reactions from USPTO patents (1976-2016). Predict the product of the given reaction. Given the reactants CC1C=CC(S(O[CH2:12][CH:13]2[O:18][C:17]3[CH:19]=[C:20]([F:23])[CH:21]=[CH:22][C:16]=3[O:15][CH2:14]2)(=O)=O)=CC=1.[CH2:24]([NH2:26])[CH3:25], predict the reaction product. The product is: [F:23][C:20]1[CH:21]=[CH:22][C:16]2[O:15][CH2:14][CH:13]([CH2:12][NH:26][CH2:24][CH3:25])[O:18][C:17]=2[CH:19]=1.